Dataset: Peptide-MHC class I binding affinity with 185,985 pairs from IEDB/IMGT. Task: Regression. Given a peptide amino acid sequence and an MHC pseudo amino acid sequence, predict their binding affinity value. This is MHC class I binding data. The peptide sequence is AHICYANL. The MHC is H-2-Kb with pseudo-sequence H-2-Kb. The binding affinity (normalized) is 0.833.